Dataset: Catalyst prediction with 721,799 reactions and 888 catalyst types from USPTO. Task: Predict which catalyst facilitates the given reaction. Reactant: [CH:1]1[C:7]([NH2:8])=[N:6][C:4](=[O:5])[N:3]([C@@H:9]2[O:13][C@H:12]([CH2:14][OH:15])[C@@H:11]([OH:16])[C@@H:10]2[OH:17])[CH:2]=1.Cl[C:19]([O:21][CH:22]([C:24]1[CH:29]=[CH:28][C:27]([N+:30]([O-:32])=[O:31])=[CH:26][CH:25]=1)[CH3:23])=[O:20].C(=O)(O)[O-].[Na+]. Product: [N+:30]([C:27]1[CH:26]=[CH:25][C:24]([CH:22]([O:21][C:19]([NH:8][C:7]2[CH:1]=[CH:2][N:3]([C@@H:9]3[O:13][C@H:12]([CH2:14][OH:15])[C@@H:11]([OH:16])[C@@H:10]3[OH:17])[C:4](=[O:5])[N:6]=2)=[O:20])[CH3:23])=[CH:29][CH:28]=1)([O-:32])=[O:31]. The catalyst class is: 44.